Dataset: Merck oncology drug combination screen with 23,052 pairs across 39 cell lines. Task: Regression. Given two drug SMILES strings and cell line genomic features, predict the synergy score measuring deviation from expected non-interaction effect. (1) Drug 1: CN1C(=O)C=CC2(C)C3CCC4(C)C(NC(=O)OCC(F)(F)F)CCC4C3CCC12. Drug 2: O=S1(=O)NC2(CN1CC(F)(F)F)C1CCC2Cc2cc(C=CCN3CCC(C(F)(F)F)CC3)ccc2C1. Cell line: MSTO. Synergy scores: synergy=-27.7. (2) Drug 1: COC12C(COC(N)=O)C3=C(C(=O)C(C)=C(N)C3=O)N1CC1NC12. Drug 2: Cn1cc(-c2cnn3c(N)c(Br)c(C4CCCNC4)nc23)cn1. Cell line: SW837. Synergy scores: synergy=38.7. (3) Drug 1: O=C(NOCC(O)CO)c1ccc(F)c(F)c1Nc1ccc(I)cc1F. Drug 2: COC1=C2CC(C)CC(OC)C(O)C(C)C=C(C)C(OC(N)=O)C(OC)C=CC=C(C)C(=O)NC(=CC1=O)C2=O. Cell line: LNCAP. Synergy scores: synergy=44.2. (4) Drug 1: COc1cc(C2c3cc4c(cc3C(OC3OC5COC(C)OC5C(O)C3O)C3COC(=O)C23)OCO4)cc(OC)c1O. Drug 2: CC1(c2nc3c(C(N)=O)cccc3[nH]2)CCCN1. Cell line: KPL1. Synergy scores: synergy=6.67. (5) Drug 1: CCN(CC)CCNC(=O)c1c(C)[nH]c(C=C2C(=O)Nc3ccc(F)cc32)c1C. Drug 2: Cc1nc(Nc2ncc(C(=O)Nc3c(C)cccc3Cl)s2)cc(N2CCN(CCO)CC2)n1. Cell line: NCIH1650. Synergy scores: synergy=26.8. (6) Drug 1: CC1CC2C3CCC4=CC(=O)C=CC4(C)C3(F)C(O)CC2(C)C1(O)C(=O)CO. Drug 2: CC1(c2nc3c(C(N)=O)cccc3[nH]2)CCCN1. Cell line: HT29. Synergy scores: synergy=-1.02.